Dataset: Catalyst prediction with 721,799 reactions and 888 catalyst types from USPTO. Task: Predict which catalyst facilitates the given reaction. (1) Reactant: FC(F)(F)S([O:6][S:7]([C:10]([F:13])([F:12])[F:11])(=[O:9])=[O:8])(=O)=O.O[C:17]1[C:26]2[C:21](=[CH:22][C:23]([C:27]3[CH:32]=[CH:31][C:30]([C:33]([F:36])([F:35])[F:34])=[CH:29][CH:28]=3)=[CH:24][CH:25]=2)[CH:20]=[C:19]([C:37]([O:39][CH2:40][CH3:41])=[O:38])[CH:18]=1.N1C=CC=CC=1. Product: [F:34][C:33]([F:35])([F:36])[C:30]1[CH:29]=[CH:28][C:27]([C:23]2[CH:22]=[C:21]3[C:26]([C:17]([O:6][S:7]([C:10]([F:11])([F:12])[F:13])(=[O:8])=[O:9])=[CH:18][C:19]([C:37]([O:39][CH2:40][CH3:41])=[O:38])=[CH:20]3)=[CH:25][CH:24]=2)=[CH:32][CH:31]=1. The catalyst class is: 2. (2) Product: [S:1]1[C:5]2[CH:6]=[CH:7][CH:8]=[CH:9][C:4]=2[N:3]=[C:2]1[C:10]1[C:11]([CH3:30])=[N:12][C:13]([NH:73][C:74]2[CH:79]=[CH:78][N:77]=[CH:76][CH:75]=2)=[CH:14][C:15]=1[NH:16][C@H:17]1[C@@H:21]2[O:22][C:23]([CH3:26])([CH3:25])[O:24][C@@H:20]2[C@@H:19]([CH2:27][OH:28])[CH2:18]1. The catalyst class is: 102. Reactant: [S:1]1[C:5]2[CH:6]=[CH:7][CH:8]=[CH:9][C:4]=2[N:3]=[C:2]1[C:10]1[C:11]([CH3:30])=[N:12][C:13](Cl)=[CH:14][C:15]=1[NH:16][C@H:17]1[C@@H:21]2[O:22][C:23]([CH3:26])([CH3:25])[O:24][C@@H:20]2[C@@H:19]([CH2:27][OH:28])[CH2:18]1.CC1(C)C2C(=C(P(C3C=CC=CC=3)C3C=CC=CC=3)C=CC=2)OC2C(P(C3C=CC=CC=3)C3C=CC=CC=3)=CC=CC1=2.[NH2:73][C:74]1[CH:79]=[CH:78][N:77]=[CH:76][CH:75]=1.C([O-])([O-])=O.[Cs+].[Cs+]. (3) Reactant: NC1C=CC=CC=1[C:4]([NH:6][OH:7])=[O:5].[CH2:26]1[CH2:27][N:23]([P+](Br)([N:23]2[CH2:27][CH2:26][CH2:25][CH2:24]2)[N:23]2[CH2:27][CH2:26][CH2:25][CH2:24]2)[CH2:24][CH2:25]1.F[P-](F)(F)(F)(F)F.CN(C1C=[CH:43][CH:42]=[CH:41]N=1)C. Product: [OH:7][N:6]1[C:25]2[C:26](=[CH:41][CH:42]=[CH:43][CH:24]=2)[CH:27]=[N:23][C:4]1=[O:5]. The catalyst class is: 44.